The task is: Predict which catalyst facilitates the given reaction.. This data is from Catalyst prediction with 721,799 reactions and 888 catalyst types from USPTO. (1) Reactant: C([O:3][C:4](=[O:29])[CH:5]=[CH:6][C:7]1[CH:12]=[CH:11][C:10]([C:13](=[C:21]2[CH2:27][CH2:26][CH2:25][CH2:24][CH2:23][CH2:22]2)[C:14]2[CH:19]=[CH:18][C:17]([OH:20])=[CH:16][CH:15]=2)=[C:9]([F:28])[CH:8]=1)C.[OH-].[Na+]. Product: [C:21]1(=[C:13]([C:14]2[CH:19]=[CH:18][C:17]([OH:20])=[CH:16][CH:15]=2)[C:10]2[CH:11]=[CH:12][C:7]([CH:6]=[CH:5][C:4]([OH:29])=[O:3])=[CH:8][C:9]=2[F:28])[CH2:27][CH2:26][CH2:25][CH2:24][CH2:23][CH2:22]1. The catalyst class is: 219. (2) Reactant: BrBr.[CH3:3][O:4][C:5](=[O:16])[C:6]1[CH:11]=[CH:10][CH:9]=[C:8]([NH:12][C:13]([NH2:15])=[S:14])[CH:7]=1.CCOCC. Product: [CH3:3][O:4][C:5]([C:6]1[C:7]2[S:14][C:13]([NH2:15])=[N:12][C:8]=2[CH:9]=[CH:10][CH:11]=1)=[O:16]. The catalyst class is: 15.